Predict the reactants needed to synthesize the given product. From a dataset of Full USPTO retrosynthesis dataset with 1.9M reactions from patents (1976-2016). (1) Given the product [CH3:21][S:22]([O:13][CH:11]([C:2]1[CH:3]=[CH:4][C:5]2[C:10](=[CH:9][CH:8]=[CH:7][CH:6]=2)[CH:1]=1)[CH3:12])(=[O:24])=[O:23], predict the reactants needed to synthesize it. The reactants are: [CH:1]1[C:10]2[C:5](=[CH:6][CH:7]=[CH:8][CH:9]=2)[CH:4]=[CH:3][C:2]=1[CH:11]([OH:13])[CH3:12].C(N(CC)CC)C.[CH3:21][S:22](Cl)(=[O:24])=[O:23]. (2) Given the product [CH3:10][C:11]1[N:12]=[C:13]([C:2]2[S:3][CH:4]=[CH:5][C:6]=2[N+:7]([O-:9])=[O:8])[S:14][CH:15]=1, predict the reactants needed to synthesize it. The reactants are: Cl[C:2]1[S:3][CH:4]=[CH:5][C:6]=1[N+:7]([O-:9])=[O:8].[CH3:10][C:11]1[N:12]=[C:13]([Sn](CCCC)(CCCC)CCCC)[S:14][CH:15]=1.